This data is from Forward reaction prediction with 1.9M reactions from USPTO patents (1976-2016). The task is: Predict the product of the given reaction. (1) Given the reactants [F:1][C:2]1[C:10]([N+:11]([O-:13])=[O:12])=[CH:9][C:5]([C:6](O)=[O:7])=[CH:4][CH:3]=1.S(Cl)([Cl:16])=O, predict the reaction product. The product is: [F:1][C:2]1[C:10]([N+:11]([O-:13])=[O:12])=[CH:9][C:5]([C:6]([Cl:16])=[O:7])=[CH:4][CH:3]=1. (2) Given the reactants [Cl:1][C:2]1[CH:3]=[C:4]2[C:9](=[CH:10][C:11]=1[OH:12])[O:8][CH:7]=[C:6]([C:13]1[CH:18]=[CH:17][C:16]([O:19][CH3:20])=[C:15]([O:21][CH3:22])[CH:14]=1)[C:5]2=O.O.[NH2:25][NH2:26], predict the reaction product. The product is: [Cl:1][C:2]1[CH:3]=[C:4]([C:5]2[C:6]([C:13]3[CH:18]=[CH:17][C:16]([O:19][CH3:20])=[C:15]([O:21][CH3:22])[CH:14]=3)=[CH:7][NH:26][N:25]=2)[C:9]([OH:8])=[CH:10][C:11]=1[OH:12]. (3) Given the reactants [CH3:1][O:2][C:3]1[CH:8]=[CH:7][C:6]([C:9]2[O:13][C:12]([C:14]3[CH:15]=[C:16]([CH:20]=[CH:21][CH:22]=3)[C:17](O)=[O:18])=[N:11][CH:10]=2)=[CH:5][CH:4]=1.CCN=C=NCCCN(C)C.Cl.C1C=CC2N(O)N=NC=2C=1.[C:45]([O:49][C:50]([NH:52][NH2:53])=[O:51])([CH3:48])([CH3:47])[CH3:46], predict the reaction product. The product is: [C:45]([O:49][C:50]([NH:52][NH:53][C:17](=[O:18])[C:16]1[CH:20]=[CH:21][CH:22]=[C:14]([C:12]2[O:13][C:9]([C:6]3[CH:5]=[CH:4][C:3]([O:2][CH3:1])=[CH:8][CH:7]=3)=[CH:10][N:11]=2)[CH:15]=1)=[O:51])([CH3:48])([CH3:47])[CH3:46]. (4) Given the reactants Cl[C:2]1[CH:3]=[C:4]([C@H:12]([N:14]([CH3:34])[C:15]([N:17]2[CH2:22][CH2:21][N:20]3[C:23](=[O:26])[CH2:24][CH2:25][C@H:19]3[C@@H:18]2[C:27]2[CH:32]=[CH:31][CH:30]=[CH:29][C:28]=2[CH3:33])=[O:16])[CH3:13])[CH:5]=[C:6]([C:8]([F:11])([F:10])[F:9])[CH:7]=1.[Li+].C[Si]([N-][Si](C)(C)C)(C)C.[C:45](Cl)(=[O:48])[O:46][CH3:47], predict the reaction product. The product is: [F:9][C:8]([F:11])([F:10])[C:2]1[CH:3]=[C:4]([C@H:12]([N:14]([CH3:34])[C:15]([N:17]2[CH2:22][CH2:21][N:20]3[C:23](=[O:26])[C:24]([C:45]([O:46][CH3:47])=[O:48])([C:45]([O:46][CH3:47])=[O:48])[CH2:25][C@H:19]3[C@@H:18]2[C:27]2[CH:32]=[CH:31][CH:30]=[CH:29][C:28]=2[CH3:33])=[O:16])[CH3:13])[CH:5]=[C:6]([C:8]([F:9])([F:10])[F:11])[CH:7]=1. (5) Given the reactants [CH2:1]([Li])CCC.[CH3:6][O:7][C:8]1[CH:9]=[C:10]([CH2:25]O)[C:11]2[O:15][C:14]([C:16]3[CH:21]=[CH:20][C:19]([O:22][CH3:23])=[CH:18][CH:17]=3)=[CH:13][C:12]=2[CH:24]=1, predict the reaction product. The product is: [CH3:6][O:7][C:8]1[CH:9]=[C:10]([CH:25]=[CH2:1])[C:11]2[O:15][C:14]([C:16]3[CH:17]=[CH:18][C:19]([O:22][CH3:23])=[CH:20][CH:21]=3)=[CH:13][C:12]=2[CH:24]=1. (6) Given the reactants [O:1]=[C:2]1[CH2:7][CH2:6][N:5]([C:8]2[CH:15]=[CH:14][C:11]([C:12]#[N:13])=[CH:10][CH:9]=2)[CH2:4][CH2:3]1.[BH4-].[Na+], predict the reaction product. The product is: [OH:1][CH:2]1[CH2:3][CH2:4][N:5]([C:8]2[CH:15]=[CH:14][C:11]([C:12]#[N:13])=[CH:10][CH:9]=2)[CH2:6][CH2:7]1.